Dataset: Catalyst prediction with 721,799 reactions and 888 catalyst types from USPTO. Task: Predict which catalyst facilitates the given reaction. Reactant: C(N(CC)CC)C.[C:8]([C:10]1[CH:15]=[CH:14][C:13]([C:16]2[CH:21]=[CH:20][C:19]([O:22][C:23](=[O:43])[C:24]3[CH:29]=[CH:28][C:27]([O:30][CH2:31][CH2:32][CH2:33][CH2:34][CH2:35][CH2:36][O:37][C:38](=[O:42])[CH2:39][CH2:40]Cl)=[CH:26][CH:25]=3)=[CH:18][C:17]=2[CH3:44])=[CH:12][CH:11]=1)#[N:9]. Product: [C:8]([C:10]1[CH:15]=[CH:14][C:13]([C:16]2[CH:21]=[CH:20][C:19]([O:22][C:23](=[O:43])[C:24]3[CH:29]=[CH:28][C:27]([O:30][CH2:31][CH2:32][CH2:33][CH2:34][CH2:35][CH2:36][O:37][C:38](=[O:42])[CH:39]=[CH2:40])=[CH:26][CH:25]=3)=[CH:18][C:17]=2[CH3:44])=[CH:12][CH:11]=1)#[N:9]. The catalyst class is: 2.